This data is from NCI-60 drug combinations with 297,098 pairs across 59 cell lines. The task is: Regression. Given two drug SMILES strings and cell line genomic features, predict the synergy score measuring deviation from expected non-interaction effect. (1) Drug 1: C1CCC(CC1)NC(=O)N(CCCl)N=O. Drug 2: CN(C(=O)NC(C=O)C(C(C(CO)O)O)O)N=O. Synergy scores: CSS=35.5, Synergy_ZIP=-4.95, Synergy_Bliss=-2.30, Synergy_Loewe=-3.05, Synergy_HSA=-1.78. Cell line: SF-268. (2) Drug 1: COC1=C(C=C2C(=C1)N=CN=C2NC3=CC(=C(C=C3)F)Cl)OCCCN4CCOCC4. Drug 2: CC1C(C(=O)NC(C(=O)N2CCCC2C(=O)N(CC(=O)N(C(C(=O)O1)C(C)C)C)C)C(C)C)NC(=O)C3=C4C(=C(C=C3)C)OC5=C(C(=O)C(=C(C5=N4)C(=O)NC6C(OC(=O)C(N(C(=O)CN(C(=O)C7CCCN7C(=O)C(NC6=O)C(C)C)C)C)C(C)C)C)N)C. Cell line: TK-10. Synergy scores: CSS=39.1, Synergy_ZIP=8.57, Synergy_Bliss=9.65, Synergy_Loewe=8.38, Synergy_HSA=8.46. (3) Drug 1: C1=CN(C=N1)CC(O)(P(=O)(O)O)P(=O)(O)O. Drug 2: C1CN(P(=O)(OC1)NCCCl)CCCl. Cell line: MDA-MB-435. Synergy scores: CSS=-2.92, Synergy_ZIP=0.322, Synergy_Bliss=-1.13, Synergy_Loewe=-6.00, Synergy_HSA=-5.35. (4) Drug 1: CCC1(CC2CC(C3=C(CCN(C2)C1)C4=CC=CC=C4N3)(C5=C(C=C6C(=C5)C78CCN9C7C(C=CC9)(C(C(C8N6C=O)(C(=O)OC)O)OC(=O)C)CC)OC)C(=O)OC)O.OS(=O)(=O)O. Drug 2: CC1CCC2CC(C(=CC=CC=CC(CC(C(=O)C(C(C(=CC(C(=O)CC(OC(=O)C3CCCCN3C(=O)C(=O)C1(O2)O)C(C)CC4CCC(C(C4)OC)O)C)C)O)OC)C)C)C)OC. Cell line: RPMI-8226. Synergy scores: CSS=62.1, Synergy_ZIP=-0.576, Synergy_Bliss=0.110, Synergy_Loewe=-20.9, Synergy_HSA=-0.924. (5) Drug 1: C1CC(=O)NC(=O)C1N2CC3=C(C2=O)C=CC=C3N. Drug 2: CN(CCCl)CCCl.Cl. Cell line: A549. Synergy scores: CSS=22.6, Synergy_ZIP=-6.58, Synergy_Bliss=0.966, Synergy_Loewe=0.242, Synergy_HSA=0.316. (6) Cell line: M14. Drug 2: C1=CC=C(C(=C1)C(C2=CC=C(C=C2)Cl)C(Cl)Cl)Cl. Synergy scores: CSS=9.91, Synergy_ZIP=-0.788, Synergy_Bliss=1.53, Synergy_Loewe=1.08, Synergy_HSA=0.773. Drug 1: C1CCC(CC1)NC(=O)N(CCCl)N=O.